Dataset: Antibody developability classification from SAbDab with 2,409 antibodies. Task: Regression/Classification. Given an antibody's heavy chain and light chain sequences, predict its developability. TAP uses regression for 5 developability metrics; SAbDab uses binary classification. (1) The antibody is ['QVQLVQSGAEVKKPGASVKVSCQASGYRFSNFVIHWVRQAPGQRFEWMGWINPYNGNKEFSAKFQDRVTFTADTSANTAYMELRSLRSADTAVYYCARVGPYSWDDSPQDNYYMDVWGKGTTVIVSS', 'EIVLTQSPGTLSLSPGERATFSCRSSHSIRSRRVAWYQHKPGQAPRLVIHGVSNRASGISDRFSGSGSGTDFTLTITRVEPEDFALYYCQVYGASSYTFGQGTKLERK']. Result: 1 (developable). (2) The antibody is ['QVTLRESGPALVKPTQTLTLTCTFSGFSLSTAGMSVGWIRQPPGKALEWLADIWWDDKKHYNPSLKDRLTISKDTSANQVVLKVTNMDPADTATYYCARDMIFNFYFDVWGQGTTVTVSS', 'DIQMTQSPSTLSASVGDRVTITCSASSRVGYMHWYQQKPGKAPKLLIYDTSKLASGVPSRFSGSGSGTAFTLTISSLQPDDFATYYCFQGSGYPFTFGGGTKVEIK']. Result: 1 (developable).